The task is: Predict the product of the given reaction.. This data is from Forward reaction prediction with 1.9M reactions from USPTO patents (1976-2016). Given the reactants [OH:1][C:2]1([C:8]2[CH:13]=[CH:12][CH:11]=[CH:10][CH:9]=2)[CH2:7][CH2:6][NH:5][CH2:4][CH2:3]1.[C:14](O[C:14]([O:16][C:17]([CH3:20])([CH3:19])[CH3:18])=[O:15])([O:16][C:17]([CH3:20])([CH3:19])[CH3:18])=[O:15], predict the reaction product. The product is: [OH:1][C:2]1([C:8]2[CH:13]=[CH:12][CH:11]=[CH:10][CH:9]=2)[CH2:7][CH2:6][N:5]([C:14]([O:16][C:17]([CH3:20])([CH3:19])[CH3:18])=[O:15])[CH2:4][CH2:3]1.